Dataset: Forward reaction prediction with 1.9M reactions from USPTO patents (1976-2016). Task: Predict the product of the given reaction. (1) The product is: [F:18][C:15]([F:16])([F:17])[C:6]1[CH:5]=[C:4]([C:3]([F:2])([F:19])[F:20])[C:12]2[NH:11][C:10]([CH2:13][NH:14][C:30](=[O:31])[CH2:29][NH:28][C:26](=[O:27])[O:25][C:21]([CH3:22])([CH3:23])[CH3:24])=[N:9][C:8]=2[CH:7]=1. Given the reactants Cl.[F:2][C:3]([F:20])([F:19])[C:4]1[C:12]2[N:11]=[C:10]([CH2:13][NH2:14])[NH:9][C:8]=2[CH:7]=[C:6]([C:15]([F:18])([F:17])[F:16])[CH:5]=1.[C:21]([O:25][C:26]([NH:28][CH2:29][C:30](O)=[O:31])=[O:27])([CH3:24])([CH3:23])[CH3:22].CN(C(ON1N=NC2C=CC=NC1=2)=[N+](C)C)C.F[P-](F)(F)(F)(F)F, predict the reaction product. (2) Given the reactants [F:1][C:2]1[CH:7]=[N:6][C:5]([N:8]2[CH:12]=[CH:11][N:10]=[N:9]2)=[C:4]2[NH:13][CH:14]=[C:15]([C:16](=[O:20])[C:17]([OH:19])=O)[C:3]=12.[C:21]1([C:27]([N:33]2[CH2:38][CH2:37][NH:36][CH2:35][CH2:34]2)=[C:28]([C:31]#[N:32])[C:29]#[N:30])[CH:26]=[CH:25][CH:24]=[CH:23][CH:22]=1.C(OP(ON1C(=O)C2C=CC=CC=2N=N1)(OCC)=O)C.CCN(C(C)C)C(C)C, predict the reaction product. The product is: [F:1][C:2]1[CH:7]=[N:6][C:5]([N:8]2[CH:12]=[CH:11][N:10]=[N:9]2)=[C:4]2[NH:13][CH:14]=[C:15]([C:16](=[O:20])[C:17]([N:36]3[CH2:35][CH2:34][N:33]([C:27]([C:21]4[CH:26]=[CH:25][CH:24]=[CH:23][CH:22]=4)=[C:28]([C:31]#[N:32])[C:29]#[N:30])[CH2:38][CH2:37]3)=[O:19])[C:3]=12. (3) Given the reactants [OH-].[K+].[F:3][C:4]1[CH:9]=[CH:8][CH:7]=[CH:6][C:5]=1[NH:10][C:11]1[C:19]2[C:14](=[CH:15][CH:16]=[CH:17][CH:18]=2)[N:13](C(OCC)=O)[N:12]=1.C(O)(=O)C, predict the reaction product. The product is: [F:3][C:4]1[CH:9]=[CH:8][CH:7]=[CH:6][C:5]=1[NH:10][C:11]1[C:19]2[C:14](=[CH:15][CH:16]=[CH:17][CH:18]=2)[NH:13][N:12]=1. (4) Given the reactants CS(O[CH2:6][C@H:7]([N:29]1[C:37]([C:38]2[CH:43]=[CH:42][CH:41]=[CH:40][CH:39]=2)=[C:36]2[C:31]([N:32]([CH3:47])[C:33](=[O:46])[N:34]([CH3:45])[C:35]2=[O:44])=[CH:30]1)[CH2:8][S:9][C:10]([C:23]1[CH:28]=[CH:27][CH:26]=[CH:25][CH:24]=1)([C:17]1[CH:22]=[CH:21][CH:20]=[CH:19][CH:18]=1)[C:11]1[CH:16]=[CH:15][CH:14]=[CH:13][CH:12]=1)(=O)=O.[CH3:48][NH:49][CH3:50], predict the reaction product. The product is: [CH3:48][N:49]([CH2:6][C@H:7]([N:29]1[C:37]([C:38]2[CH:39]=[CH:40][CH:41]=[CH:42][CH:43]=2)=[C:36]2[C:31]([N:32]([CH3:47])[C:33](=[O:46])[N:34]([CH3:45])[C:35]2=[O:44])=[CH:30]1)[CH2:8][S:9][C:10]([C:17]1[CH:18]=[CH:19][CH:20]=[CH:21][CH:22]=1)([C:23]1[CH:24]=[CH:25][CH:26]=[CH:27][CH:28]=1)[C:11]1[CH:16]=[CH:15][CH:14]=[CH:13][CH:12]=1)[CH3:50]. (5) Given the reactants [CH3:1][C:2]1[CH:7]=[CH:6][CH:5]=[CH:4][C:3]=1[N:8]=[C:9]=[O:10].[NH2:11][C:12]1[CH:17]=[CH:16][C:15]([NH2:18])=[CH:14][CH:13]=1, predict the reaction product. The product is: [NH2:11][C:12]1[CH:17]=[CH:16][C:15]([NH:18][C:9]([NH:8][C:3]2[CH:4]=[CH:5][CH:6]=[CH:7][C:2]=2[CH3:1])=[O:10])=[CH:14][CH:13]=1. (6) Given the reactants ClC(Cl)(Cl)C[O:4][C:5](=O)[NH:6][C:7]1[N:8]([C:18]2[CH:23]=[CH:22][C:21]([CH3:24])=[CH:20][CH:19]=2)[N:9]=[C:10]([C:12]([CH2:16][F:17])([CH3:15])[CH2:13][F:14])[CH:11]=1.CCN(C(C)C)C(C)C.[C:37]([O:41][C:42]([N:44]1[CH2:49][CH2:48][N:47]([C:50]2[CH:55]=[CH:54][C:53]([NH2:56])=[C:52]([CH3:57])[N:51]=2)[CH2:46][CH2:45]1)=[O:43])([CH3:40])([CH3:39])[CH3:38].O, predict the reaction product. The product is: [C:37]([O:41][C:42]([N:44]1[CH2:49][CH2:48][N:47]([C:50]2[CH:55]=[CH:54][C:53]([NH:56][C:5]([NH:6][C:7]3[N:8]([C:18]4[CH:23]=[CH:22][C:21]([CH3:24])=[CH:20][CH:19]=4)[N:9]=[C:10]([C:12]([CH2:13][F:14])([CH3:15])[CH2:16][F:17])[CH:11]=3)=[O:4])=[C:52]([CH3:57])[N:51]=2)[CH2:46][CH2:45]1)=[O:43])([CH3:40])([CH3:39])[CH3:38]. (7) The product is: [F:1][C:2]1[C:7]([CH:8]2[CH2:17][CH2:16][C:11]3([O:15][CH2:14][CH2:13][O:12]3)[CH2:10][CH2:9]2)=[CH:6][CH:5]=[CH:4][N:3]=1. Given the reactants [F:1][C:2]1[C:7]([C:8]2[CH2:17][CH2:16][C:11]3([O:15][CH2:14][CH2:13][O:12]3)[CH2:10][CH:9]=2)=[CH:6][CH:5]=[CH:4][N:3]=1.[H][H], predict the reaction product. (8) Given the reactants [Cl:1][C:2]1[N:3]=[C:4]([N:11]2[CH2:16][CH2:15][O:14][CH2:13][CH2:12]2)[C:5]2[S:10][CH:9]=[CH:8][C:6]=2[N:7]=1.[Li]CCCC.Cl[C:23]([O:25]CC)=[O:24].[Li+].[OH-].Cl, predict the reaction product. The product is: [Cl:1][C:2]1[N:3]=[C:4]([N:11]2[CH2:16][CH2:15][O:14][CH2:13][CH2:12]2)[C:5]2[S:10][C:9]([C:23]([OH:25])=[O:24])=[CH:8][C:6]=2[N:7]=1. (9) Given the reactants Cl.[N:2]1([C:7]2[CH:35]=[CH:34][C:10]([CH2:11][CH:12]([NH:24][S:25]([C:28]3[CH:29]=[N:30][CH:31]=[CH:32][CH:33]=3)(=[O:27])=[O:26])[C:13]3[N:18]=[C:17]([NH:19][CH2:20][C:21]([OH:23])=[O:22])[CH:16]=[CH:15][CH:14]=3)=[CH:9][CH:8]=2)[CH:6]=[CH:5][CH:4]=[N:3]1.N1C=C[CH:39]=[CH:38][C:37]=1S(C(NCC1C=CC(C2SC=CN=2)=CC=1)C1N=C(NCC(O)=O)C=CC=1)(=O)=O, predict the reaction product. The product is: [CH:38]([O:22][C:21](=[O:23])[CH2:20][NH:19][C:17]1[CH:16]=[CH:15][CH:14]=[C:13]([CH:12]([CH2:11][C:10]2[CH:9]=[CH:8][C:7]([N:2]3[CH:6]=[CH:5][CH:4]=[N:3]3)=[CH:35][CH:34]=2)[NH:24][S:25]([C:28]2[CH:29]=[N:30][CH:31]=[CH:32][CH:33]=2)(=[O:27])=[O:26])[N:18]=1)([CH3:39])[CH3:37].